Dataset: Kir2.1 potassium channel HTS with 301,493 compounds. Task: Binary Classification. Given a drug SMILES string, predict its activity (active/inactive) in a high-throughput screening assay against a specified biological target. The molecule is O(C(=O)C1CCCN(C1)C(=O)COC(=O)c1ccc(cc1)C#N)CC. The result is 0 (inactive).